Predict the reactants needed to synthesize the given product. From a dataset of Full USPTO retrosynthesis dataset with 1.9M reactions from patents (1976-2016). (1) Given the product [F:27][C:28]1[CH:35]=[CH:34][CH:33]=[CH:32][C:29]=1[CH2:30][N:22]1[CH2:21][CH2:20][N:16]2[C:17]3[CH:18]=[CH:19][C:11]([O:10][CH:7]4[CH2:8][CH2:9][N:4]([CH:1]([CH3:3])[CH3:2])[CH2:5][CH2:6]4)=[CH:12][C:13]=3[CH:14]=[C:15]2[C:23]1=[O:24], predict the reactants needed to synthesize it. The reactants are: [CH:1]([N:4]1[CH2:9][CH2:8][CH:7]([O:10][C:11]2[CH:19]=[CH:18][C:17]3[N:16]4[CH2:20][CH2:21][NH:22][C:23](=[O:24])[C:15]4=[CH:14][C:13]=3[CH:12]=2)[CH2:6][CH2:5]1)([CH3:3])[CH3:2].[H-].[Na+].[F:27][C:28]1[CH:35]=[CH:34][CH:33]=[CH:32][C:29]=1[CH2:30]Cl. (2) Given the product [Cl:1][C:2]1[CH:3]=[C:4]([CH2:9][C@@H:10]([OH:14])[C:11]([OH:13])=[O:12])[CH:5]=[CH:6][C:7]=1[CH3:8], predict the reactants needed to synthesize it. The reactants are: [Cl:1][C:2]1[CH:3]=[C:4]([CH2:9][C:10](=[O:14])[C:11]([OH:13])=[O:12])[CH:5]=[CH:6][C:7]=1[CH3:8].C(N(CC)CC)C. (3) Given the product [N:1]1([C:6]2[CH:11]=[N:10][C:9]([N:12]3[CH2:13][CH2:14][C:15]4([CH2:25][NH:24][CH2:23][CH2:27]4)[CH2:16][CH2:17]3)=[N:8][CH:7]=2)[CH:5]=[N:4][N:3]=[N:2]1, predict the reactants needed to synthesize it. The reactants are: [N:1]1([C:6]2[CH:7]=[N:8][C:9]([N:12]3[CH2:17][CH2:16][CH2:15][C:14]4(CCNCC4)[CH2:13]3)=[N:10][CH:11]=2)[CH:5]=[N:4][N:3]=[N:2]1.[CH2:23]1[C:27]2(C[CH2:25][N:24](C(OC(C)(C)C)=O)[CH2:23][CH2:27]2)C[CH2:25][NH:24]1.ClC1N=CC([N+]([O-])=O)=CN=1.